From a dataset of Full USPTO retrosynthesis dataset with 1.9M reactions from patents (1976-2016). Predict the reactants needed to synthesize the given product. (1) Given the product [CH2:12]([CH:20]1[CH2:21][CH2:22][N:23]([CH2:2][C:3]2[S:7][C:6]([NH:8][C:9](=[O:11])[CH3:10])=[N:5][CH:4]=2)[CH2:24][CH2:25]1)[CH2:13][C:14]1[CH:19]=[CH:18][CH:17]=[CH:16][CH:15]=1, predict the reactants needed to synthesize it. The reactants are: Cl[CH2:2][C:3]1[S:7][C:6]([NH:8][C:9](=[O:11])[CH3:10])=[N:5][CH:4]=1.[CH2:12]([CH:20]1[CH2:25][CH2:24][NH:23][CH2:22][CH2:21]1)[CH2:13][C:14]1[CH:19]=[CH:18][CH:17]=[CH:16][CH:15]=1. (2) Given the product [CH2:1]([O:3][C:4]([C:6]1[O:7][C:8]2[CH:15]=[CH:14][C:13]([Cl:16])=[C:12]([O:17][CH:18]([CH3:20])[CH3:19])[C:9]=2[C:10]=1[CH3:11])=[O:5])[CH3:2], predict the reactants needed to synthesize it. The reactants are: [CH2:1]([O:3][C:4]([C:6]1[O:7][C:8]2[CH:15]=[CH:14][C:13]([Cl:16])=[C:12]([OH:17])[C:9]=2[C:10]=1[CH3:11])=[O:5])[CH3:2].[CH:18](Br)([CH3:20])[CH3:19].C([O-])([O-])=O.[K+].[K+]. (3) Given the product [ClH:23].[NH2:39][CH:40]1[CH2:45][CH2:44][CH2:43][N:42]([C:46]2[N:54]([CH2:55][C:56]#[C:57][CH3:58])[C:53]3[C:52](=[O:59])[N:51]([CH2:60][CH2:61][C:66]4[CH:65]=[CH:64][CH:63]=[CH:62][CH:67]=4)[C:50]([C:69]#[N:70])=[N:49][C:48]=3[N:47]=2)[CH2:41]1, predict the reactants needed to synthesize it. The reactants are: C(N1C2C(=O)N(CCC3C=CC=CC=3)C([Cl:23])=NC=2N=C1N1CCCC(NC(=O)OC(C)(C)C)C1)C#CC.Cl.[NH2:39][CH:40]1[CH2:45][CH2:44][CH2:43][N:42]([C:46]2[N:54]([CH2:55][C:56]#[C:57][CH3:58])[C:53]3[C:52](=[O:59])[N:51]([CH2:60][C:61]4[CH:66]=[CH:65][CH:64]=[CH:63][C:62]=4[C:67]#N)[C:50]([C:69]#[N:70])=[N:49][C:48]=3[N:47]=2)[CH2:41]1. (4) Given the product [CH2:44]([N:13]([C:14]1[CH:15]=[CH:16][C:17]([CH2:20][N:21]2[CH2:26][CH2:25][O:24][CH2:23][CH2:22]2)=[CH:18][CH:19]=1)[C:11](=[O:12])[C:10]1[CH:27]=[C:28]([C:39]([CH3:41])=[CH2:40])[C:29]([O:31][CH2:32][C:33]2[CH:38]=[CH:37][CH:36]=[CH:35][CH:34]=2)=[CH:30][C:9]=1[O:8][CH2:1][C:2]1[CH:3]=[CH:4][CH:5]=[CH:6][CH:7]=1)[C:45]1[CH:50]=[CH:49][CH:48]=[CH:47][CH:46]=1, predict the reactants needed to synthesize it. The reactants are: [CH2:1]([O:8][C:9]1[CH:30]=[C:29]([O:31][CH2:32][C:33]2[CH:38]=[CH:37][CH:36]=[CH:35][CH:34]=2)[C:28]([C:39]([CH3:41])=[CH2:40])=[CH:27][C:10]=1[C:11]([NH:13][C:14]1[CH:19]=[CH:18][C:17]([CH2:20][N:21]2[CH2:26][CH2:25][O:24][CH2:23][CH2:22]2)=[CH:16][CH:15]=1)=[O:12])[C:2]1[CH:7]=[CH:6][CH:5]=[CH:4][CH:3]=1.[H-].[Na+].[CH2:44](Br)[C:45]1[CH:50]=[CH:49][CH:48]=[CH:47][CH:46]=1. (5) Given the product [C:1]([O:5][C:6]([N:8]1[CH2:9][CH2:10][N:11]([CH2:14][CH2:15][CH2:16][NH2:17])[CH2:12][CH2:13]1)=[O:7])([CH3:4])([CH3:3])[CH3:2], predict the reactants needed to synthesize it. The reactants are: [C:1]([O:5][C:6]([N:8]1[CH2:13][CH2:12][N:11]([CH2:14][CH2:15][C:16]#[N:17])[CH2:10][CH2:9]1)=[O:7])([CH3:4])([CH3:3])[CH3:2]. (6) Given the product [C:12]([O:11][C:9]([N:4]1[C@H:3]([C:2]([OH:21])=[O:1])[CH2:8][CH:7]2[CH:5]1[CH2:6]2)=[O:10])([CH3:15])([CH3:14])[CH3:13], predict the reactants needed to synthesize it. The reactants are: [OH:1][CH2:2][C@@H:3]1[CH2:8][CH:7]2[CH:5]([CH2:6]2)[N:4]1[C:9]([O:11][C:12]([CH3:15])([CH3:14])[CH3:13])=[O:10].C(Cl)(Cl)(Cl)Cl.[OH2:21]. (7) Given the product [CH2:29]([O:28][C:25]1[CH:26]=[CH:27][C:22]([CH:11]([NH:10][C:2](=[O:8])[C:3]([O:5][CH2:6][CH3:7])=[O:4])[C:12]([C:14]2[CH:15]=[CH:16][C:17]([O:20][CH3:21])=[CH:18][CH:19]=2)=[O:13])=[CH:23][CH:24]=1)[C:30]1[CH:35]=[CH:34][CH:33]=[CH:32][CH:31]=1, predict the reactants needed to synthesize it. The reactants are: Cl[C:2](=[O:8])[C:3]([O:5][CH2:6][CH3:7])=[O:4].Cl.[NH2:10][CH:11]([C:22]1[CH:27]=[CH:26][C:25]([O:28][CH2:29][C:30]2[CH:35]=[CH:34][CH:33]=[CH:32][CH:31]=2)=[CH:24][CH:23]=1)[C:12]([C:14]1[CH:19]=[CH:18][C:17]([O:20][CH3:21])=[CH:16][CH:15]=1)=[O:13].